This data is from NCI-60 drug combinations with 297,098 pairs across 59 cell lines. The task is: Regression. Given two drug SMILES strings and cell line genomic features, predict the synergy score measuring deviation from expected non-interaction effect. (1) Drug 1: CC1=C(C=C(C=C1)NC2=NC=CC(=N2)N(C)C3=CC4=NN(C(=C4C=C3)C)C)S(=O)(=O)N.Cl. Drug 2: CC1C(C(CC(O1)OC2CC(CC3=C2C(=C4C(=C3O)C(=O)C5=C(C4=O)C(=CC=C5)OC)O)(C(=O)CO)O)N)O.Cl. Cell line: OVCAR-8. Synergy scores: CSS=48.9, Synergy_ZIP=-2.78, Synergy_Bliss=-3.99, Synergy_Loewe=-0.564, Synergy_HSA=1.06. (2) Drug 1: C1CC(C1)(C(=O)O)C(=O)O.[NH2-].[NH2-].[Pt+2]. Cell line: NCIH23. Drug 2: C1=CC=C(C=C1)NC(=O)CCCCCCC(=O)NO. Synergy scores: CSS=75.5, Synergy_ZIP=3.70, Synergy_Bliss=1.87, Synergy_Loewe=-1.89, Synergy_HSA=3.71. (3) Drug 1: CC1C(C(=O)NC(C(=O)N2CCCC2C(=O)N(CC(=O)N(C(C(=O)O1)C(C)C)C)C)C(C)C)NC(=O)C3=C4C(=C(C=C3)C)OC5=C(C(=O)C(=C(C5=N4)C(=O)NC6C(OC(=O)C(N(C(=O)CN(C(=O)C7CCCN7C(=O)C(NC6=O)C(C)C)C)C)C(C)C)C)N)C. Drug 2: CC1=C(C(=O)C2=C(C1=O)N3CC4C(C3(C2COC(=O)N)OC)N4)N. Cell line: SW-620. Synergy scores: CSS=37.9, Synergy_ZIP=-2.72, Synergy_Bliss=-2.73, Synergy_Loewe=0.371, Synergy_HSA=1.13. (4) Drug 1: C1=NC(=NC(=O)N1C2C(C(C(O2)CO)O)O)N. Drug 2: C1CC(=O)NC(=O)C1N2C(=O)C3=CC=CC=C3C2=O. Cell line: PC-3. Synergy scores: CSS=7.91, Synergy_ZIP=-0.657, Synergy_Bliss=1.66, Synergy_Loewe=-6.98, Synergy_HSA=1.76. (5) Drug 1: CC1OCC2C(O1)C(C(C(O2)OC3C4COC(=O)C4C(C5=CC6=C(C=C35)OCO6)C7=CC(=C(C(=C7)OC)O)OC)O)O. Cell line: MCF7. Synergy scores: CSS=27.9, Synergy_ZIP=-3.49, Synergy_Bliss=0.0544, Synergy_Loewe=-0.927, Synergy_HSA=0.651. Drug 2: C1=NC(=NC(=O)N1C2C(C(C(O2)CO)O)O)N. (6) Drug 1: C1=CC(=C2C(=C1NCCNCCO)C(=O)C3=C(C=CC(=C3C2=O)O)O)NCCNCCO. Drug 2: CC1=CC=C(C=C1)C2=CC(=NN2C3=CC=C(C=C3)S(=O)(=O)N)C(F)(F)F. Cell line: SK-OV-3. Synergy scores: CSS=45.0, Synergy_ZIP=-4.63, Synergy_Bliss=-5.20, Synergy_Loewe=-52.6, Synergy_HSA=-4.49. (7) Drug 1: C1CCC(CC1)NC(=O)N(CCCl)N=O. Drug 2: CCC1(C2=C(COC1=O)C(=O)N3CC4=CC5=C(C=CC(=C5CN(C)C)O)N=C4C3=C2)O.Cl. Cell line: MALME-3M. Synergy scores: CSS=22.2, Synergy_ZIP=-4.80, Synergy_Bliss=5.15, Synergy_Loewe=-3.21, Synergy_HSA=5.46. (8) Drug 2: C(=O)(N)NO. Drug 1: CC1C(C(CC(O1)OC2CC(OC(C2O)C)OC3=CC4=CC5=C(C(=O)C(C(C5)C(C(=O)C(C(C)O)O)OC)OC6CC(C(C(O6)C)O)OC7CC(C(C(O7)C)O)OC8CC(C(C(O8)C)O)(C)O)C(=C4C(=C3C)O)O)O)O. Synergy scores: CSS=26.3, Synergy_ZIP=3.66, Synergy_Bliss=3.30, Synergy_Loewe=-46.0, Synergy_HSA=-1.49. Cell line: COLO 205.